Dataset: Full USPTO retrosynthesis dataset with 1.9M reactions from patents (1976-2016). Task: Predict the reactants needed to synthesize the given product. Given the product [NH2:27][C:20]1[N:21]=[CH:22][C:23]2[C:18]([CH:19]=1)=[C:17]([NH:16][C:10]([NH:9][CH2:8][C:6]1[CH:5]=[CH:4][C:3]([C:12]([F:13])([F:14])[F:15])=[C:2]([F:1])[CH:7]=1)=[O:11])[CH:26]=[CH:25][CH:24]=2, predict the reactants needed to synthesize it. The reactants are: [F:1][C:2]1[CH:7]=[C:6]([CH2:8][N:9]=[C:10]=[O:11])[CH:5]=[CH:4][C:3]=1[C:12]([F:15])([F:14])[F:13].[NH2:16][C:17]1[CH:26]=[CH:25][CH:24]=[C:23]2[C:18]=1[CH:19]=[C:20]([NH:27]C(=O)C)[N:21]=[CH:22]2.CCN(C(C)C)C(C)C.